Dataset: Full USPTO retrosynthesis dataset with 1.9M reactions from patents (1976-2016). Task: Predict the reactants needed to synthesize the given product. (1) Given the product [C:1]([O:5][C:6](=[O:7])[NH:8][C@H:9]([CH:10]([OH:14])[C:11](=[O:13])[NH:27][C@@H:25]([C:19]1[CH:24]=[CH:23][CH:22]=[CH:21][CH:20]=1)[CH3:26])[CH2:15][CH2:16][CH2:17][CH3:18])([CH3:2])([CH3:3])[CH3:4], predict the reactants needed to synthesize it. The reactants are: [C:1]([O:5][C:6]([NH:8][CH:9]([CH2:15][CH2:16][CH2:17][CH3:18])[C@H:10]([OH:14])[C:11]([OH:13])=O)=[O:7])([CH3:4])([CH3:3])[CH3:2].[C:19]1([C@H:25]([NH2:27])[CH3:26])[CH:24]=[CH:23][CH:22]=[CH:21][CH:20]=1.C(N(CC)C(C)C)(C)C.CN(C(ON1N=NC2C=CC=NC1=2)=[N+](C)C)C.F[P-](F)(F)(F)(F)F. (2) Given the product [CH:25]1([C:22]2[CH:21]=[C:20]([CH2:19][NH:18][C:17]([C:15]3[C:14](=[O:29])[N:13]([C:30]4[CH:35]=[CH:34][CH:33]=[C:32]([C:36]([F:38])([F:39])[F:37])[CH:31]=4)[C:12]([CH3:40])=[C:11]([CH2:10][CH2:9][CH2:8][NH2:7])[CH:16]=3)=[O:28])[O:24][N:23]=2)[CH2:27][CH2:26]1, predict the reactants needed to synthesize it. The reactants are: C(OC(=O)[NH:7][CH2:8][CH2:9][CH2:10][C:11]1[CH:16]=[C:15]([C:17](=[O:28])[NH:18][CH2:19][C:20]2[O:24][N:23]=[C:22]([CH:25]3[CH2:27][CH2:26]3)[CH:21]=2)[C:14](=[O:29])[N:13]([C:30]2[CH:35]=[CH:34][CH:33]=[C:32]([C:36]([F:39])([F:38])[F:37])[CH:31]=2)[C:12]=1[CH3:40])(C)(C)C. (3) The reactants are: BrC1OC(C(O)=O)=CC=1.C(=O)(O)[O-].[Na+].F[B-](F)(F)F.Br[C:21]1[O:25][C:24]([F:26])=[CH:23][CH:22]=1.C([Li])CCC.[CH2:32]([Sn:36](Cl)([CH2:41][CH2:42][CH2:43][CH3:44])[CH2:37][CH2:38][CH2:39][CH3:40])[CH2:33][CH2:34][CH3:35]. Given the product [F:26][C:24]1[O:25][C:21]([Sn:36]([CH2:37][CH2:38][CH2:39][CH3:40])([CH2:41][CH2:42][CH2:43][CH3:44])[CH2:32][CH2:33][CH2:34][CH3:35])=[CH:22][CH:23]=1, predict the reactants needed to synthesize it. (4) Given the product [NH2:39][C:2]([CH3:36])([CH3:3])[CH2:6][C@@:7]1([C:30]2[CH:31]=[CH:32][CH:33]=[CH:34][CH:35]=2)[O:12][C:11](=[O:13])[N:10]([C@H:14]([C:16]2[CH:17]=[CH:18][C:19]([C:22]3[CH:27]=[CH:26][C:25](=[O:28])[N:24]([CH3:29])[CH:23]=3)=[CH:20][CH:21]=2)[CH3:15])[CH2:9][CH2:8]1, predict the reactants needed to synthesize it. The reactants are: C[C:2]([CH3:36])([CH2:6][C@@:7]1([C:30]2[CH:35]=[CH:34][CH:33]=[CH:32][CH:31]=2)[O:12][C:11](=[O:13])[N:10]([C@H:14]([C:16]2[CH:21]=[CH:20][C:19]([C:22]3[CH:27]=[CH:26][C:25](=[O:28])[N:24]([CH3:29])[CH:23]=3)=[CH:18][CH:17]=2)[CH3:15])[CH2:9][CH2:8]1)[C:3](N)=O.CC#[N:39].O.